This data is from Reaction yield outcomes from USPTO patents with 853,638 reactions. The task is: Predict the reaction yield, written as a fraction of the theoretical maximum amount of product (1.0 means a 100% yield; for example, 0.34 means a 34% yield). The reactants are [CH3:1][O:2][C:3]1[CH:4]=[C:5]2[C:10](=[CH:11][C:12]=1[O:13][CH3:14])[CH:9]=[N:8][C:7]([C:15]([OH:17])=O)=[CH:6]2.CN(C(ON1N=NC2C=CC=CC1=2)=[N+](C)C)C.F[P-](F)(F)(F)(F)F.CCN(C(C)C)C(C)C.[CH2:51]([O:53][C:54]([C:56]1[C:64]2[N:63]=[C:62]([NH2:65])[NH:61][C:60]=2[CH:59]=[C:58]([O:66][CH2:67][CH3:68])[CH:57]=1)=[O:55])[CH3:52]. The catalyst is CN(C=O)C.[Cl-].[Na+].O. The product is [CH2:51]([O:53][C:54]([C:56]1[C:64]2[N:63]=[C:62]([NH:65][C:15]([C:7]3[N:8]=[CH:9][C:10]4[C:5]([CH:6]=3)=[CH:4][C:3]([O:2][CH3:1])=[C:12]([O:13][CH3:14])[CH:11]=4)=[O:17])[NH:61][C:60]=2[CH:59]=[C:58]([O:66][CH2:67][CH3:68])[CH:57]=1)=[O:55])[CH3:52]. The yield is 0.630.